From a dataset of Full USPTO retrosynthesis dataset with 1.9M reactions from patents (1976-2016). Predict the reactants needed to synthesize the given product. Given the product [CH:20]12[CH2:27][CH2:26][CH:23]([NH:24][CH2:25]1)[CH2:22][N:21]2[C:10](=[O:12])/[CH:9]=[CH:8]/[C:5]1[CH:6]=[CH:7][C:2]([Cl:1])=[CH:3][C:4]=1[CH2:13][N:14]1[N:18]=[N:17][C:16]([CH3:19])=[N:15]1, predict the reactants needed to synthesize it. The reactants are: [Cl:1][C:2]1[CH:7]=[CH:6][C:5](/[CH:8]=[CH:9]/[C:10]([OH:12])=O)=[C:4]([CH2:13][N:14]2[N:18]=[N:17][C:16]([CH3:19])=[N:15]2)[CH:3]=1.[CH:20]12[CH2:27][CH2:26][CH:23]([NH:24][CH2:25]1)[CH2:22][NH:21]2.